Predict the reaction yield, written as a fraction of the theoretical maximum amount of product (1.0 means a 100% yield; for example, 0.34 means a 34% yield). From a dataset of Reaction yield outcomes from USPTO patents with 853,638 reactions. The product is [C:1]([O:5][C:6](=[O:29])[N:7]([C:8]1[CH:9]=[C:10]2[C:15](=[CH:16][C:17]=1[F:18])[C:14](=[O:19])[N:13]([C:20]1[CH:25]=[CH:24][C:23]([N+:26]([O-:28])=[O:27])=[CH:22][CH:21]=1)[CH:12]=[CH:11]2)[CH3:30])([CH3:4])([CH3:2])[CH3:3]. The catalyst is CN(C=O)C. The reactants are [C:1]([O:5][C:6](=[O:29])[NH:7][C:8]1[CH:9]=[C:10]2[C:15](=[CH:16][C:17]=1[F:18])[C:14](=[O:19])[N:13]([C:20]1[CH:25]=[CH:24][C:23]([N+:26]([O-:28])=[O:27])=[CH:22][CH:21]=1)[CH:12]=[CH:11]2)([CH3:4])([CH3:3])[CH3:2].[C:30](=O)([O-])[O-].[Cs+].[Cs+].CI. The yield is 0.930.